This data is from Experimentally validated miRNA-target interactions with 360,000+ pairs, plus equal number of negative samples. The task is: Binary Classification. Given a miRNA mature sequence and a target amino acid sequence, predict their likelihood of interaction. (1) The miRNA is hsa-miR-186-5p with sequence CAAAGAAUUCUCCUUUUGGGCU. The protein sequence of the target gene is MAARQIWARTGAALCRQPSAAPPPAPLWVRAGFRQQLSLTLCPANEGNCGGSAPSTPGRPERAARPSVSEELTAAERQIAELHAAACAAGQLNYVDPATGYVVLTQIAHLQRGECCGSACRHCPYGQVNVKDPSKKKQFNSYFYV. Result: 0 (no interaction). (2) The miRNA is cel-miR-248 with sequence AUACACGUGCACGGAUAACGCUCA. The protein sequence of the target gene is MMIKVGAAINGTDSPKAMKREHDNDDGDRTGRHKRPKTDGFTEAIQQGKFEVRLLVSSKSAGAIIGKGGENIKRLRAEFNAHVQVPDSNTPERVCTVTADEKTVLNILKDVLPRLEDNFSERDPCEVRMLVHQSHAGALIGRNGSKIKELREKCSARLKIFTGCAPGSTDRVLITSGEQKNVLGIIEEVMKELKEIPIKGSATPYLPAFNYDPSNISDYGGFPGNMPAGGPPNNRGPAPQRGGQGPPGGPRSYGGAITQGGGQRSFEAGDFQQFRGGPGPVPGYAMSAPGYPPQQGQFGA.... Result: 1 (interaction).